This data is from Catalyst prediction with 721,799 reactions and 888 catalyst types from USPTO. The task is: Predict which catalyst facilitates the given reaction. Product: [NH2:8][CH:9]([CH3:20])[CH:10]([C:12]1[CH:17]=[CH:16][C:15]([O:18][CH3:19])=[CH:14][CH:13]=1)[OH:11]. Reactant: C([N:8](CC1C=CC=CC=1)[CH:9]([CH3:20])[C:10]([C:12]1[CH:17]=[CH:16][C:15]([O:18][CH3:19])=[CH:14][CH:13]=1)=[O:11])C1C=CC=CC=1.Cl. The catalyst class is: 256.